From a dataset of Full USPTO retrosynthesis dataset with 1.9M reactions from patents (1976-2016). Predict the reactants needed to synthesize the given product. Given the product [CH:32]1[C:41]2[CH2:40][CH2:39][CH2:38][CH2:37][C:36]=2[CH:35]=[CH:34][C:33]=1[O:42][C:43]1[CH:44]=[C:45]([CH2:46][NH:47][C:4](=[O:6])[C:3]2[CH:7]=[CH:8][CH:9]=[N:10][C:2]=2[NH2:1])[CH:48]=[CH:49][CH:50]=1, predict the reactants needed to synthesize it. The reactants are: [NH2:1][C:2]1[N:10]=[CH:9][CH:8]=[CH:7][C:3]=1[C:4]([OH:6])=O.ON1C2C=CC=CC=2N=N1.CCN=C=NCCCN(C)C.[CH:32]1[C:41]2[CH2:40][CH2:39][CH2:38][CH2:37][C:36]=2[CH:35]=[CH:34][C:33]=1[O:42][C:43]1[CH:44]=[C:45]([CH:48]=[CH:49][CH:50]=1)[CH2:46][NH2:47].C(=O)(O)[O-].[Na+].